This data is from NCI-60 drug combinations with 297,098 pairs across 59 cell lines. The task is: Regression. Given two drug SMILES strings and cell line genomic features, predict the synergy score measuring deviation from expected non-interaction effect. (1) Drug 1: COC1=CC(=CC(=C1O)OC)C2C3C(COC3=O)C(C4=CC5=C(C=C24)OCO5)OC6C(C(C7C(O6)COC(O7)C8=CC=CS8)O)O. Drug 2: CC1=C2C(C(=O)C3(C(CC4C(C3C(C(C2(C)C)(CC1OC(=O)C(C(C5=CC=CC=C5)NC(=O)C6=CC=CC=C6)O)O)OC(=O)C7=CC=CC=C7)(CO4)OC(=O)C)O)C)OC(=O)C. Cell line: A549. Synergy scores: CSS=49.2, Synergy_ZIP=-7.64, Synergy_Bliss=-8.47, Synergy_Loewe=-4.06, Synergy_HSA=-1.59. (2) Drug 1: C1=CC(=CC=C1CC(C(=O)O)N)N(CCCl)CCCl.Cl. Drug 2: COC1=C2C(=CC3=C1OC=C3)C=CC(=O)O2. Cell line: NCI-H226. Synergy scores: CSS=5.71, Synergy_ZIP=-0.540, Synergy_Bliss=3.23, Synergy_Loewe=-5.43, Synergy_HSA=-0.0157. (3) Drug 1: C1CCC(CC1)NC(=O)N(CCCl)N=O. Drug 2: CN(C)C1=NC(=NC(=N1)N(C)C)N(C)C. Cell line: 786-0. Synergy scores: CSS=11.0, Synergy_ZIP=4.04, Synergy_Bliss=9.72, Synergy_Loewe=-11.0, Synergy_HSA=7.40. (4) Drug 1: C1=CC(=C2C(=C1NCCNCCO)C(=O)C3=C(C=CC(=C3C2=O)O)O)NCCNCCO. Drug 2: CC1C(C(CC(O1)OC2CC(OC(C2O)C)OC3=CC4=CC5=C(C(=O)C(C(C5)C(C(=O)C(C(C)O)O)OC)OC6CC(C(C(O6)C)O)OC7CC(C(C(O7)C)O)OC8CC(C(C(O8)C)O)(C)O)C(=C4C(=C3C)O)O)O)O. Cell line: SF-539. Synergy scores: CSS=53.7, Synergy_ZIP=11.4, Synergy_Bliss=11.5, Synergy_Loewe=0.511, Synergy_HSA=12.3. (5) Drug 1: CC12CCC(CC1=CCC3C2CCC4(C3CC=C4C5=CN=CC=C5)C)O. Drug 2: COCCOC1=C(C=C2C(=C1)C(=NC=N2)NC3=CC=CC(=C3)C#C)OCCOC.Cl. Cell line: MOLT-4. Synergy scores: CSS=7.54, Synergy_ZIP=0.425, Synergy_Bliss=5.46, Synergy_Loewe=0.903, Synergy_HSA=3.39.